From a dataset of Forward reaction prediction with 1.9M reactions from USPTO patents (1976-2016). Predict the product of the given reaction. (1) Given the reactants [CH3:1][CH:2]([CH3:19])[CH2:3][CH:4]([C:8]1[N:9]=[C:10]([C:13]2[CH:18]=[CH:17][CH:16]=[CH:15][CH:14]=2)[S:11][CH:12]=1)[C:5]([OH:7])=O.C1CN([P+](O[N:37]2N=[N:44][C:39]3C=CC=C[C:38]2=3)(N2CCCC2)N2CCCC2)CC1.F[P-](F)(F)(F)(F)F.Cl.NCC#N.C(N(CC)CC)C, predict the reaction product. The product is: [C:38]([CH2:39][NH:44][C:5](=[O:7])[CH:4]([C:8]1[N:9]=[C:10]([C:13]2[CH:18]=[CH:17][CH:16]=[CH:15][CH:14]=2)[S:11][CH:12]=1)[CH2:3][CH:2]([CH3:1])[CH3:19])#[N:37]. (2) The product is: [F:21][C:18]1[CH:19]=[CH:20][C:15]([O:14][CH2:13][CH2:12][NH:1][C:2]2[N:6]([CH2:12][CH2:13][O:14][C:15]3[CH:20]=[CH:19][C:18]([F:21])=[CH:17][CH:16]=3)[C:5]3[CH:7]=[CH:8][CH:9]=[CH:10][C:4]=3[N:3]=2)=[CH:16][CH:17]=1. Given the reactants [NH2:1][C:2]1[NH:3][C:4]2[CH:10]=[CH:9][CH:8]=[CH:7][C:5]=2[N:6]=1.Br[CH2:12][CH2:13][O:14][C:15]1[CH:20]=[CH:19][C:18]([F:21])=[CH:17][CH:16]=1, predict the reaction product. (3) Given the reactants CS[C:3]([S:17][CH3:18])=[C:4]([C:7](=[O:16])[C:8]1[CH:13]=[C:12]([CH3:14])[CH:11]=[CH:10][C:9]=1[CH3:15])[C:5]#[N:6].[Cl:19][C:20]1[CH:25]=[C:24]([C:26]([F:29])([F:28])[F:27])[CH:23]=[C:22]([Cl:30])[C:21]=1[NH:31][NH2:32], predict the reaction product. The product is: [NH2:6][C:5]1[N:31]([C:21]2[C:22]([Cl:30])=[CH:23][C:24]([C:26]([F:27])([F:28])[F:29])=[CH:25][C:20]=2[Cl:19])[N:32]=[C:3]([S:17][CH3:18])[C:4]=1[C:7](=[O:16])[C:8]1[CH:13]=[C:12]([CH3:14])[CH:11]=[CH:10][C:9]=1[CH3:15]. (4) Given the reactants [CH3:1][C:2]1([CH3:28])[N:7]2[N:8]=[CH:9][C:10]([S:11]([CH2:14][C:15]3[CH:20]=[CH:19][C:18]([CH3:21])=[CH:17][CH:16]=3)(=[O:13])=[O:12])=[C:6]2[NH:5][CH:4]([C:22]2[CH:27]=[CH:26][CH:25]=[CH:24][CH:23]=2)[CH2:3]1.[CH2:29](Br)[C:30]1[CH:35]=[CH:34][CH:33]=[CH:32][CH:31]=1.[H-].[Na+], predict the reaction product. The product is: [CH2:29]([N:5]1[CH:4]([C:22]2[CH:27]=[CH:26][CH:25]=[CH:24][CH:23]=2)[CH2:3][C:2]([CH3:28])([CH3:1])[N:7]2[N:8]=[CH:9][C:10]([S:11]([CH2:14][C:15]3[CH:20]=[CH:19][C:18]([CH3:21])=[CH:17][CH:16]=3)(=[O:12])=[O:13])=[C:6]12)[C:30]1[CH:35]=[CH:34][CH:33]=[CH:32][CH:31]=1. (5) Given the reactants [NH2:1][CH:2]1[CH2:7][CH2:6][CH2:5][CH:4]([N:8]([CH2:21][CH3:22])[C:9]2[CH:16]=[CH:15][C:12]([C:13]#[N:14])=[C:11]([C:17]([F:20])([F:19])[F:18])[CH:10]=2)[CH2:3]1.[N:23]1[CH:28]=[CH:27][CH:26]=[C:25]([CH2:29][CH2:30][CH:31]=O)[CH:24]=1.S([CH2:43][N+:44]#[C-:45])(C1C=CC(C)=CC=1)(=O)=O.C([O-])([O-])=O.[K+].[K+], predict the reaction product. The product is: [CH2:21]([N:8]([CH:4]1[CH2:5][CH2:6][CH2:7][CH:2]([N:1]2[C:31]([CH2:30][CH2:29][C:25]3[CH:24]=[N:23][CH:28]=[CH:27][CH:26]=3)=[CH:45][N:44]=[CH:43]2)[CH2:3]1)[C:9]1[CH:16]=[CH:15][C:12]([C:13]#[N:14])=[C:11]([C:17]([F:18])([F:19])[F:20])[CH:10]=1)[CH3:22]. (6) Given the reactants C(OC([N:8]1[CH2:13][CH2:12][CH:11]([NH:14][C:15]2[CH:20]=[CH:19][CH:18]=[C:17]([C:21]3[CH:26]=[CH:25][N:24]=[C:23](Cl)[N:22]=3)[CH:16]=2)[CH2:10][CH2:9]1)=O)(C)(C)C.[F:28][C:29]1[CH:30]=[C:31]([CH2:39][NH2:40])[C:32]2[O:37][CH2:36][O:35][CH2:34][C:33]=2[CH:38]=1, predict the reaction product. The product is: [F:28][C:29]1[CH:30]=[C:31]([CH2:39][NH:40][C:23]2[N:22]=[C:21]([C:17]3[CH:18]=[CH:19][CH:20]=[C:15]([NH:14][CH:11]4[CH2:10][CH2:9][NH:8][CH2:13][CH2:12]4)[CH:16]=3)[CH:26]=[CH:25][N:24]=2)[C:32]2[O:37][CH2:36][O:35][CH2:34][C:33]=2[CH:38]=1.